The task is: Predict the reactants needed to synthesize the given product.. This data is from Full USPTO retrosynthesis dataset with 1.9M reactions from patents (1976-2016). (1) Given the product [C@@:56]12([OH:65])[N:63]([CH3:64])[C@@H:60]([CH2:61][CH2:62]1)[CH2:59][CH:58]=[CH:57]2.[F:11][C:59]([C:58]1[CH:57]=[CH:29][CH:28]=[C:26]([Cl:27])[CH:25]=1)([C:60]1[CH:61]=[CH:62][CH:56]=[C:36]([Cl:35])[CH:41]=1)[C:67]([O-:70])=[O:68], predict the reactants needed to synthesize it. The reactants are: COCCN(S(F)(F)[F:11])CCOC.ClC1C=CC(C(C(OCC)=O)(C2[CH:29]=[CH:28][C:26]([Cl:27])=[CH:25]C=2)O)=CC=1.[Cl:35][C:36]1[CH:41]=CC(C(C(OCC)=O)(C2C=CC(Cl)=CC=2)O)=CC=1.[C@@:56]12([OH:65])[N:63]([CH3:64])[C@@H:60]([CH2:61][CH2:62]1)[CH2:59][CH:58]=[CH:57]2.O.[C:67]([O-:70])(O)=[O:68].[Na+]. (2) Given the product [F:32][C:9]([F:8])([F:31])[O:10][C:11]1[CH:16]=[CH:15][C:14]([C:17]2[O:21][N:20]=[C:19]([CH:22]3[CH2:25][C:24]4([CH2:26][CH2:27][N:28]([C:34]([O:36][C:37]5[CH:38]=[CH:39][C:40]([N+:43]([O-:45])=[O:44])=[CH:41][CH:42]=5)=[O:35])[CH2:29][CH2:30]4)[CH2:23]3)[N:18]=2)=[CH:13][CH:12]=1, predict the reactants needed to synthesize it. The reactants are: FC(F)(F)C(O)=O.[F:8][C:9]([F:32])([F:31])[O:10][C:11]1[CH:16]=[CH:15][C:14]([C:17]2[O:21][N:20]=[C:19]([CH:22]3[CH2:25][C:24]4([CH2:30][CH2:29][NH:28][CH2:27][CH2:26]4)[CH2:23]3)[N:18]=2)=[CH:13][CH:12]=1.Cl[C:34]([O:36][C:37]1[CH:42]=[CH:41][C:40]([N+:43]([O-:45])=[O:44])=[CH:39][CH:38]=1)=[O:35].FC(F)(F)C1C=CC(C2ON=C(C3CC4(CCN(C([O-])=O)CC4)C3)N=2)=CC=1. (3) Given the product [CH3:23][O:24][CH2:25][O:26][C:27]1[CH:28]=[N:29][CH:30]=[CH:31][C:32]=1[C:33](=[O:35])[CH3:34], predict the reactants needed to synthesize it. The reactants are: CC(OI1(OC(C)=O)(OC(C)=O)OC(=O)C2C=CC=CC1=2)=O.[CH3:23][O:24][CH2:25][O:26][C:27]1[CH:28]=[N:29][CH:30]=[CH:31][C:32]=1[CH:33]([OH:35])[CH3:34].C([O-])(O)=O.[Na+].[O-]S([O-])(=S)=O.[Na+].[Na+]. (4) Given the product [Cl:27][CH2:28][C:29]([NH:14][C:12]1[S:13][C:9]([C:7]([C:2]2[CH:3]=[CH:4][CH:5]=[CH:6][N:1]=2)=[O:8])=[C:10]([C:15]2[O:16][CH:17]=[CH:18][CH:19]=2)[N:11]=1)=[O:30], predict the reactants needed to synthesize it. The reactants are: [N:1]1[CH:6]=[CH:5][CH:4]=[CH:3][C:2]=1[C:7]([C:9]1[S:13][C:12]([NH2:14])=[N:11][C:10]=1[C:15]1[O:16][CH:17]=[CH:18][CH:19]=1)=[O:8].C(N(CC)CC)C.[Cl:27][CH2:28][C:29](Cl)=[O:30].C(=O)([O-])O.[Na+]. (5) The reactants are: [Cu][C:2]#[N:3].Br[C:5]1[CH:6]=[CH:7][C:8]2[CH:12]=[CH:11][S:10][C:9]=2[CH:13]=1.C(N)CN. Given the product [S:10]1[CH:11]=[CH:12][C:8]2[CH:7]=[CH:6][C:5]([C:2]#[N:3])=[CH:13][C:9]1=2, predict the reactants needed to synthesize it. (6) Given the product [F:23][C:20]([F:21])([F:22])[C:19]1[C:14]([CH2:13][N:1]2[C:9]3[C:4](=[CH:5][C:6]([CH:10]=[O:11])=[CH:7][CH:8]=3)[CH:3]=[N:2]2)=[N:15][CH:16]=[CH:17][CH:18]=1, predict the reactants needed to synthesize it. The reactants are: [NH:1]1[C:9]2[C:4](=[CH:5][C:6]([CH:10]=[O:11])=[CH:7][CH:8]=2)[CH:3]=[N:2]1.Cl[CH2:13][C:14]1[C:19]([C:20]([F:23])([F:22])[F:21])=[CH:18][CH:17]=[CH:16][N:15]=1. (7) Given the product [OH:8][CH2:9][C:10]([O:12][CH2:13][C:14]([NH:16][CH2:17][CH2:18][CH2:19][CH2:20][CH2:21][CH2:22][NH:23][C:24]([CH2:26][O:27][C:28](=[O:38])[CH2:29][OH:30])=[O:25])=[O:15])=[O:11], predict the reactants needed to synthesize it. The reactants are: C([O:8][CH2:9][C:10]([O:12][CH2:13][C:14]([NH:16][CH2:17][CH2:18][CH2:19][CH2:20][CH2:21][CH2:22][NH:23][C:24]([CH2:26][O:27][C:28](=[O:38])[CH2:29][O:30]CC1C=CC=CC=1)=[O:25])=[O:15])=[O:11])C1C=CC=CC=1.